Dataset: Catalyst prediction with 721,799 reactions and 888 catalyst types from USPTO. Task: Predict which catalyst facilitates the given reaction. (1) Reactant: C([O:8][C:9]1[CH:14]=[CH:13][C:12]([NH:15][C:16]([NH:18][C:19]2[CH:24]=[CH:23][C:22]([O:25][C:26]3[C:27]4[N:34]([CH3:35])[CH:33]=[CH:32][C:28]=4[N:29]=[CH:30][N:31]=3)=[CH:21][C:20]=2[F:36])=[O:17])=[CH:11][C:10]=1[C:37]([F:40])([F:39])[F:38])C1C=CC=CC=1.C1CC=CCC=1. Product: [F:36][C:20]1[CH:21]=[C:22]([O:25][C:26]2[C:27]3[N:34]([CH3:35])[CH:33]=[CH:32][C:28]=3[N:29]=[CH:30][N:31]=2)[CH:23]=[CH:24][C:19]=1[NH:18][C:16]([NH:15][C:12]1[CH:13]=[CH:14][C:9]([OH:8])=[C:10]([C:37]([F:39])([F:38])[F:40])[CH:11]=1)=[O:17]. The catalyst class is: 349. (2) Reactant: [N:1]1([C:7]([O:9][C:10]([CH3:13])([CH3:12])[CH3:11])=[O:8])[CH2:6][CH2:5][NH:4][CH2:3][CH2:2]1.[Cl:14][C:15]1[CH:20]=[CH:19][C:18]([Cl:21])=[CH:17][C:16]=1[C:22](=O)[CH3:23].C(O[BH-](OC(=O)C)OC(=O)C)(=O)C.[Na+].C(O)(=O)C.[OH-].[K+]. Product: [Cl:14][C:15]1[CH:20]=[CH:19][C:18]([Cl:21])=[CH:17][C:16]=1[CH:22]([N:4]1[CH2:5][CH2:6][N:1]([C:7]([O:9][C:10]([CH3:13])([CH3:12])[CH3:11])=[O:8])[CH2:2][CH2:3]1)[CH3:23]. The catalyst class is: 26. (3) The catalyst class is: 13. Reactant: N[C@H](CC1C=CC=CC=1)CO.[Br:12][C:13]1[S:17][CH:16]=[C:15]([C@@H:18]2[CH2:20][C@H:19]2[C:21]([O-:23])=[O:22])[CH:14]=1.Cl. Product: [Br:12][C:13]1[S:17][CH:16]=[C:15]([C@@H:18]2[CH2:20][C@H:19]2[C:21]([OH:23])=[O:22])[CH:14]=1. (4) Reactant: Br[C:2]1[CH:7]=[C:6]([C:8]([F:11])([F:10])[F:9])[CH:5]=[C:4]([C:12]([F:15])([F:14])[F:13])[C:3]=1[CH3:16].CC([O-])=O.[K+].[B:22]1([B:22]2[O:26][C:25]([CH3:28])([CH3:27])[C:24]([CH3:30])([CH3:29])[O:23]2)[O:26][C:25]([CH3:28])([CH3:27])[C:24]([CH3:30])([CH3:29])[O:23]1. Product: [CH3:16][C:3]1[C:4]([C:12]([F:15])([F:14])[F:13])=[CH:5][C:6]([C:8]([F:11])([F:10])[F:9])=[CH:7][C:2]=1[B:22]1[O:26][C:25]([CH3:28])([CH3:27])[C:24]([CH3:30])([CH3:29])[O:23]1. The catalyst class is: 151. (5) Reactant: [F:1][CH:2]1[C:8](=[O:9])[CH2:7][CH2:6][N:5]([C:10]([O:12][C:13]([CH3:16])([CH3:15])[CH3:14])=[O:11])[CH2:4][CH2:3]1.CCC(C)[BH-](C(C)CC)C(C)CC.[Li+].[OH-].[Na+].OO. Product: [F:1][C@H:2]1[C@H:8]([OH:9])[CH2:7][CH2:6][N:5]([C:10]([O:12][C:13]([CH3:16])([CH3:15])[CH3:14])=[O:11])[CH2:4][CH2:3]1. The catalyst class is: 87.